This data is from Forward reaction prediction with 1.9M reactions from USPTO patents (1976-2016). The task is: Predict the product of the given reaction. (1) Given the reactants Br[C:2]1[N:3]([CH3:23])[C:4]([C:13]2[S:14][C:15]3[N:16]=[CH:17][N:18]=[C:19]([NH2:22])[C:20]=3[N:21]=2)=[C:5]([C:7]2[CH:12]=[CH:11][CH:10]=[CH:9][CH:8]=2)[N:6]=1.C[S-:25].[Na+], predict the reaction product. The product is: [NH2:22][C:19]1[C:20]2[N:21]=[C:13]([C:4]3[N:3]([CH3:23])[C:2]([SH:25])=[N:6][C:5]=3[C:7]3[CH:12]=[CH:11][CH:10]=[CH:9][CH:8]=3)[S:14][C:15]=2[N:16]=[CH:17][N:18]=1. (2) Given the reactants C([Li])CCC.Br[C:7]1[CH:8]=[C:9]([C:19]2[CH:20]=[CH:21][C:22]3[N:23]([C:32]4[CH:37]=[CH:36][CH:35]=[CH:34][CH:33]=4)[C:24]4[C:29]([C:30]=3[CH:31]=2)=[CH:28][CH:27]=[CH:26][CH:25]=4)[CH:10]=[C:11]([C:13]2[CH:18]=[CH:17][CH:16]=[CH:15][CH:14]=2)[CH:12]=1.[B:38](OC)([O:41]C)[O:39]C.Cl, predict the reaction product. The product is: [B:38]([C:7]1[CH:8]=[C:9]([C:19]2[CH:20]=[CH:21][C:22]3[N:23]([C:32]4[CH:37]=[CH:36][CH:35]=[CH:34][CH:33]=4)[C:24]4[C:29]([C:30]=3[CH:31]=2)=[CH:28][CH:27]=[CH:26][CH:25]=4)[CH:10]=[C:11]([C:13]2[CH:18]=[CH:17][CH:16]=[CH:15][CH:14]=2)[CH:12]=1)([OH:41])[OH:39].